From a dataset of Catalyst prediction with 721,799 reactions and 888 catalyst types from USPTO. Predict which catalyst facilitates the given reaction. (1) Reactant: [C:1]([C:3]1[C:4]([O:16][CH3:17])=[CH:5][C:6]([O:14][CH3:15])=[C:7]([C:9]2[S:10][CH:11]=[CH:12][CH:13]=2)[CH:8]=1)#[CH:2].C([Li])CCC.[CH3:23][O:24][C:25](=[O:40])[CH2:26][O:27][C:28]1[C:33]([O:34][CH3:35])=[CH:32][C:31]([CH:36]=[O:37])=[CH:30][C:29]=1[O:38][CH3:39].[Cr](O[Cr]([O-])(=O)=O)([O-])(=O)=O.[NH+]1C=CC=CC=1.[NH+]1C=CC=CC=1. Product: [CH3:23][O:24][C:25](=[O:40])[CH2:26][O:27][C:28]1[C:33]([O:34][CH3:35])=[CH:32][C:31]([C:36](=[O:37])[C:2]#[C:1][C:3]2[CH:8]=[C:7]([C:9]3[S:10][CH:11]=[CH:12][CH:13]=3)[C:6]([O:14][CH3:15])=[CH:5][C:4]=2[O:16][CH3:17])=[CH:30][C:29]=1[O:38][CH3:39]. The catalyst class is: 1. (2) Reactant: [Cl:1][C:2]1[S:6][C:5]([NH:7][S:8]([C:11]2[CH:20]=[CH:19][C:14]([C:15]([O:17]C)=[O:16])=[C:13]([F:21])[CH:12]=2)(=[O:10])=[O:9])=[N:4][CH:3]=1.[OH-].[Na+]. Product: [Cl:1][C:2]1[S:6][C:5]([NH:7][S:8]([C:11]2[CH:20]=[CH:19][C:14]([C:15]([OH:17])=[O:16])=[C:13]([F:21])[CH:12]=2)(=[O:10])=[O:9])=[N:4][CH:3]=1. The catalyst class is: 12. (3) Reactant: [Cl:1]C(Cl)(O[C:5](=[O:11])OC(Cl)(Cl)Cl)Cl.C(N(C(C)C)CC)(C)C.[NH2:22][C@@H:23]([C:28]1[CH:33]=[CH:32][CH:31]=[CH:30][CH:29]=1)[CH2:24][N:25]([CH3:27])[CH3:26]. Product: [ClH:1].[N:22]([C@@H:23]([C:28]1[CH:33]=[CH:32][CH:31]=[CH:30][CH:29]=1)[CH2:24][N:25]([CH3:27])[CH3:26])=[C:5]=[O:11]. The catalyst class is: 2. (4) Reactant: Cl[C:2]1[N:7]=[C:6]([NH:8][CH2:9][CH2:10][C:11]2[CH:16]=[CH:15][C:14]([O:17][CH3:18])=[C:13]([O:19][CH3:20])[CH:12]=2)[CH:5]=[CH:4][N:3]=1.[NH2:21][CH2:22][C:23]1[CH:32]=[CH:31][C:26]([C:27]([O:29][CH3:30])=[O:28])=[CH:25][CH:24]=1.CCN(C(C)C)C(C)C. Product: [CH3:20][O:19][C:13]1[CH:12]=[C:11]([CH2:10][CH2:9][NH:8][C:6]2[CH:5]=[CH:4][N:3]=[C:2]([NH:21][CH2:22][C:23]3[CH:24]=[CH:25][C:26]([C:27]([O:29][CH3:30])=[O:28])=[CH:31][CH:32]=3)[N:7]=2)[CH:16]=[CH:15][C:14]=1[O:17][CH3:18]. The catalyst class is: 32. (5) Reactant: [NH2:1][C:2]1[N:11]=[CH:10][C:9]2[CH2:8][N:7]([C:12]3[C:17]([F:18])=[C:16]([O:19][CH3:20])[CH:15]=[C:14]([O:21][CH3:22])[C:13]=3[F:23])[C:6](=[O:24])[N:5]([CH3:25])[C:4]=2[C:3]=1/[CH:26]=[CH:27]/[C:28]1[CH:33]=[CH:32][CH:31]=[CH:30][CH:29]=1. Product: [NH2:1][C:2]1[N:11]=[CH:10][C:9]2[CH2:8][N:7]([C:12]3[C:13]([F:23])=[C:14]([O:21][CH3:22])[CH:15]=[C:16]([O:19][CH3:20])[C:17]=3[F:18])[C:6](=[O:24])[N:5]([CH3:25])[C:4]=2[C:3]=1[CH2:26][CH2:27][C:28]1[CH:33]=[CH:32][CH:31]=[CH:30][CH:29]=1. The catalyst class is: 19. (6) Reactant: N(C1N=CN=C(O[C:11]2[CH:16]=[CH:15][C:14]([NH:17][C:18]([NH:20][C:21]3[N:22]([C:30]4[CH:35]=[CH:34][C:33]([CH2:36][N:37]5[CH2:42][CH2:41][O:40][CH2:39][CH2:38]5)=[CH:32][CH:31]=4)[N:23]=[C:24]([C:26]([CH3:29])([CH3:28])[CH3:27])[CH:25]=3)=[O:19])=[CH:13][CH:12]=2)C=1)=[N+]=[N-].[CH3:43][OH:44]. Product: [NH2:22][C:21]1[N:20]=[C:43]([O:44][C:11]2[CH:16]=[CH:15][C:14]([NH:17][C:18]([NH:20][C:21]3[N:22]([C:30]4[CH:31]=[CH:32][C:33]([CH2:36][N:37]5[CH2:42][CH2:41][O:40][CH2:39][CH2:38]5)=[CH:34][CH:35]=4)[N:23]=[C:24]([C:26]([CH3:29])([CH3:28])[CH3:27])[CH:25]=3)=[O:19])=[CH:13][CH:12]=2)[N:23]=[CH:24][CH:25]=1. The catalyst class is: 45. (7) Reactant: [Br:1][C:2]1[CH:3]=[C:4]2[C:8](=[CH:9][CH:10]=1)[NH:7][N:6]=[CH:5]2.[I:11]I.[OH-].[K+].OS([O-])=O.[Na+]. Product: [Br:1][C:2]1[CH:3]=[C:4]2[C:8](=[CH:9][CH:10]=1)[NH:7][N:6]=[C:5]2[I:11]. The catalyst class is: 3. (8) Reactant: [F:1][C:2]1[CH:7]=[CH:6][CH:5]=[CH:4][C:3]=1[CH2:8]O.C1(P(C2C=CC=CC=2)C2C=CC=CC=2)C=CC=CC=1.C(Br)(Br)(Br)[Br:30]. Product: [Br:30][CH2:8][C:3]1[CH:4]=[CH:5][CH:6]=[CH:7][C:2]=1[F:1]. The catalyst class is: 2. (9) Reactant: [Cl:1][C:2]1[CH:39]=[CH:38][CH:37]=[C:36]([CH:40]2[CH2:42][CH2:41]2)[C:3]=1[C:4]([N:6]1[C:14]2[C:9](=[CH:10][CH:11]=[C:12]([C:15]([N:17]3[CH2:20][CH:19]([O:21][CH3:22])[CH2:18]3)=[O:16])[CH:13]=2)[C:8]([C:23]2[CH2:28][CH2:27][CH:26]([C:29]([O:31]C(C)(C)C)=[O:30])[CH2:25][CH:24]=2)=[N:7]1)=[O:5].C(O)(C(F)(F)F)=O. Product: [Cl:1][C:2]1[CH:39]=[CH:38][CH:37]=[C:36]([CH:40]2[CH2:42][CH2:41]2)[C:3]=1[C:4]([N:6]1[C:14]2[C:9](=[CH:10][CH:11]=[C:12]([C:15]([N:17]3[CH2:18][CH:19]([O:21][CH3:22])[CH2:20]3)=[O:16])[CH:13]=2)[C:8]([C:23]2[CH2:28][CH2:27][CH:26]([C:29]([OH:31])=[O:30])[CH2:25][CH:24]=2)=[N:7]1)=[O:5]. The catalyst class is: 2.